This data is from Forward reaction prediction with 1.9M reactions from USPTO patents (1976-2016). The task is: Predict the product of the given reaction. (1) Given the reactants [CH2:1]([CH:3]([CH2:27][CH2:28][CH2:29][CH3:30])[CH2:4][O:5][C:6]1[CH:11]=[C:10]([N+:12]([O-])=O)[C:9]([N+:15]([O-])=O)=[CH:8][C:7]=1[O:18][CH2:19][CH:20]([CH2:25][CH3:26])[CH2:21][CH2:22][CH2:23][CH3:24])[CH3:2].O.NN, predict the reaction product. The product is: [CH2:25]([CH:20]([CH2:21][CH2:22][CH2:23][CH3:24])[CH2:19][O:18][C:7]1[CH:8]=[C:9]([NH2:15])[C:10]([NH2:12])=[CH:11][C:6]=1[O:5][CH2:4][CH:3]([CH2:1][CH3:2])[CH2:27][CH2:28][CH2:29][CH3:30])[CH3:26]. (2) Given the reactants [F:1][C:2]([F:30])([F:29])[O:3][C:4]1[CH:9]=[CH:8][C:7]([N:10]2[CH:14]=[N:13][C:12]([C:15]3[CH:20]=[CH:19][C:18](/[C:21](/[CH3:28])=[CH:22]/[C:23]([O:25][CH2:26][CH3:27])=[O:24])=[CH:17][CH:16]=3)=[N:11]2)=[CH:6][CH:5]=1, predict the reaction product. The product is: [F:30][C:2]([F:1])([F:29])[O:3][C:4]1[CH:9]=[CH:8][C:7]([N:10]2[CH:14]=[N:13][C:12]([C:15]3[CH:20]=[CH:19][C:18]([CH:21]([CH3:28])[CH2:22][C:23]([O:25][CH2:26][CH3:27])=[O:24])=[CH:17][CH:16]=3)=[N:11]2)=[CH:6][CH:5]=1. (3) Given the reactants [F:1][C:2]1[C:7]([CH:8]([OH:27])[C:9]2[C:17]3[C:12](=[N:13][CH:14]=[C:15]([B:18]4[O:22][C:21]([CH3:24])([CH3:23])[C:20]([CH3:26])([CH3:25])[O:19]4)[CH:16]=3)[NH:11][CH:10]=2)=[C:6]([F:28])[CH:5]=[CH:4][C:3]=1[NH:29][S:30]([CH2:33][CH2:34][CH3:35])(=[O:32])=[O:31].O1CCCC1.CC(OI1(OC(C)=O)(OC(C)=O)OC(=O)C2C=CC=CC1=2)=O.S([O-])([O-])(=O)=S.[Na+].[Na+], predict the reaction product. The product is: [F:1][C:2]1[C:7]([C:8]([C:9]2[C:17]3[C:12](=[N:13][CH:14]=[C:15]([B:18]4[O:19][C:20]([CH3:25])([CH3:26])[C:21]([CH3:23])([CH3:24])[O:22]4)[CH:16]=3)[NH:11][CH:10]=2)=[O:27])=[C:6]([F:28])[CH:5]=[CH:4][C:3]=1[NH:29][S:30]([CH2:33][CH2:34][CH3:35])(=[O:31])=[O:32]. (4) The product is: [Cl:1][C:2]1[CH:7]=[C:6]([NH:8][C:9]2[CH:10]=[CH:11][C:12]([C:13]([NH:33][CH3:32])=[O:14])=[CH:16][CH:17]=2)[C:5]([C:18]2[S:19][C:20]([C:23]([N:25]3[CH2:29][CH2:28][C@@H:27]([OH:30])[CH2:26]3)=[O:24])=[N:21][N:22]=2)=[CH:4][N:3]=1. Given the reactants [Cl:1][C:2]1[CH:7]=[C:6]([NH:8][C:9]2[CH:17]=[CH:16][C:12]([C:13](O)=[O:14])=[CH:11][CH:10]=2)[C:5]([C:18]2[S:19][C:20]([C:23]([N:25]3[CH2:29][CH2:28][C@@H:27]([OH:30])[CH2:26]3)=[O:24])=[N:21][N:22]=2)=[CH:4][N:3]=1.C[CH2:32][N:33](C(C)C)C(C)C.CN.Cl.CN(C(ON1N=NC2C=CC=NC1=2)=[N+](C)C)C.F[P-](F)(F)(F)(F)F, predict the reaction product. (5) Given the reactants [C:1]([O:4][CH2:5][CH2:6][CH2:7]Br)(=[O:3])[CH3:2].[N-:9]=[N+:10]=[N-:11].[Na+], predict the reaction product. The product is: [C:1]([O:4][CH2:5][CH2:6][CH2:7][N:9]=[N+:10]=[N-:11])(=[O:3])[CH3:2].